This data is from NCI-60 drug combinations with 297,098 pairs across 59 cell lines. The task is: Regression. Given two drug SMILES strings and cell line genomic features, predict the synergy score measuring deviation from expected non-interaction effect. (1) Drug 1: CC12CCC(CC1=CCC3C2CCC4(C3CC=C4C5=CN=CC=C5)C)O. Drug 2: C1C(C(OC1N2C=C(C(=O)NC2=O)F)CO)O. Cell line: K-562. Synergy scores: CSS=25.0, Synergy_ZIP=-5.28, Synergy_Bliss=-9.43, Synergy_Loewe=-12.5, Synergy_HSA=-5.91. (2) Drug 1: C1=C(C(=O)NC(=O)N1)F. Drug 2: C1=CC=C(C=C1)NC(=O)CCCCCCC(=O)NO. Cell line: HS 578T. Synergy scores: CSS=34.4, Synergy_ZIP=-7.44, Synergy_Bliss=-8.22, Synergy_Loewe=-5.36, Synergy_HSA=-4.85. (3) Drug 1: C1C(C(OC1N2C=NC3=C(N=C(N=C32)Cl)N)CO)O. Drug 2: C1CN1C2=NC(=NC(=N2)N3CC3)N4CC4. Cell line: HT29. Synergy scores: CSS=25.4, Synergy_ZIP=-8.32, Synergy_Bliss=-0.435, Synergy_Loewe=-1.65, Synergy_HSA=1.03. (4) Drug 1: CN(C)N=NC1=C(NC=N1)C(=O)N. Drug 2: CC(C)NC(=O)C1=CC=C(C=C1)CNNC.Cl. Cell line: OVCAR-5. Synergy scores: CSS=-0.409, Synergy_ZIP=-0.341, Synergy_Bliss=0.0967, Synergy_Loewe=-1.94, Synergy_HSA=-1.62.